From a dataset of Reaction yield outcomes from USPTO patents with 853,638 reactions. Predict the reaction yield, written as a fraction of the theoretical maximum amount of product (1.0 means a 100% yield; for example, 0.34 means a 34% yield). (1) The reactants are [CH2:1]([C@@H:5]1[NH:10][CH2:9][C@H:8]([CH2:11][CH:12]([CH3:14])[CH3:13])[NH:7][C:6]1=[O:15])[CH:2]([CH3:4])[CH3:3].[F:16][C:17]1[CH:22]=[C:21]([F:23])[CH:20]=[CH:19][C:18]=1[C:24]1[O:28][N:27]=[C:26]([C:29](O)=[O:30])[CH:25]=1.C([C@@H]1N(C(=O)/C=C/C2C=CC=CC=2)C[C@H](CC(C)C)NC1=O)C(C)C. No catalyst specified. The product is [F:16][C:17]1[CH:22]=[C:21]([F:23])[CH:20]=[CH:19][C:18]=1[C:24]1[O:28][N:27]=[C:26]([C:29]([N:10]2[CH2:9][C@H:8]([CH2:11][CH:12]([CH3:14])[CH3:13])[NH:7][C:6](=[O:15])[C@@H:5]2[CH2:1][CH:2]([CH3:4])[CH3:3])=[O:30])[CH:25]=1. The yield is 0.730. (2) The reactants are [NH2:1][CH2:2][C:3]1[CH:4]=[C:5]([C:9]2[N:17]3[C:12]([C:13]([NH2:18])=[N:14][CH:15]=[N:16]3)=[C:11]([C:19]3[CH:20]=[CH:21][C:22]4[C:26]([CH:27]=3)=[N:25][N:24]([CH2:28][C:29]3[CH:34]=[CH:33][CH:32]=[CH:31][CH:30]=3)[CH:23]=4)[CH:10]=2)[CH:6]=[CH:7][CH:8]=1.[C:35]1(=O)[CH2:40][CH2:39][CH2:38][CH2:37][CH2:36]1. No catalyst specified. The product is [CH2:28]([N:24]1[CH:23]=[C:22]2[C:26]([CH:27]=[C:19]([C:11]3[CH:10]=[C:9]([C:5]4[CH:6]=[CH:7][CH:8]=[C:3]([CH2:2][NH:1][CH:35]5[CH2:40][CH2:39][CH2:38][CH2:37][CH2:36]5)[CH:4]=4)[N:17]4[C:12]=3[C:13]([NH2:18])=[N:14][CH:15]=[N:16]4)[CH:20]=[CH:21]2)=[N:25]1)[C:29]1[CH:34]=[CH:33][CH:32]=[CH:31][CH:30]=1. The yield is 0.110. (3) The reactants are [F:1][C:2]1[CH:7]=[CH:6][C:5](B(O)O)=[CH:4][CH:3]=1.Br[C:12]1[CH:20]=[CH:19][CH:18]=[C:17]2[C:13]=1[CH2:14][CH:15]([NH:21][C:22](=[O:30])[C:23]1[CH:28]=[CH:27][C:26]([F:29])=[CH:25][CH:24]=1)[CH2:16]2.BrC1C=C2C(=CC=1)CC(NC(=O)C1C=CC(F)=CC=1)C2.O.O.O.O.O.O.O.O.[OH-].[Ba+2].[OH-]. The catalyst is O.C(COC)OC.[Pd].C1(P(C2C=CC=CC=2)C2C=CC=CC=2)C=CC=CC=1.C1(P(C2C=CC=CC=2)C2C=CC=CC=2)C=CC=CC=1.C1(P(C2C=CC=CC=2)C2C=CC=CC=2)C=CC=CC=1.C1(P(C2C=CC=CC=2)C2C=CC=CC=2)C=CC=CC=1. The product is [F:29][C:26]1[CH:27]=[CH:28][C:23]([C:22]([NH:21][CH:15]2[CH2:16][C:17]3[C:13](=[CH:12][CH:20]=[C:19]([C:5]4[CH:6]=[CH:7][C:2]([F:1])=[CH:3][CH:4]=4)[CH:18]=3)[CH2:14]2)=[O:30])=[CH:24][CH:25]=1. The yield is 0.270.